Dataset: Forward reaction prediction with 1.9M reactions from USPTO patents (1976-2016). Task: Predict the product of the given reaction. (1) Given the reactants C1C2C(COC([NH:18][C@:19]34[CH2:55][CH2:54][C@@H:53]([CH:56]([CH3:61])[C:57]([O:59][CH3:60])=[O:58])[C@@H:20]3[C@@H:21]3[C@@:34]([CH3:37])([CH2:35][CH2:36]4)[C@@:33]4([CH3:38])[C@@H:24]([C@:25]5([CH3:52])[C@@H:30]([CH2:31][CH2:32]4)[C:29]([CH3:40])([CH3:39])[C:28]([C:41]4[CH:50]=[CH:49][C:44]([C:45]([O:47][CH3:48])=[O:46])=[C:43]([F:51])[CH:42]=4)=[CH:27][CH2:26]5)[CH2:23][CH2:22]3)=O)C3C(=CC=CC=3)C=2C=CC=1.N1CCCCC1, predict the reaction product. The product is: [NH2:18][C@:19]12[CH2:55][CH2:54][C@@H:53]([CH:56]([CH3:61])[C:57]([O:59][CH3:60])=[O:58])[C@@H:20]1[C@@H:21]1[C@@:34]([CH3:37])([CH2:35][CH2:36]2)[C@@:33]2([CH3:38])[C@@H:24]([C@:25]3([CH3:52])[C@@H:30]([CH2:31][CH2:32]2)[C:29]([CH3:40])([CH3:39])[C:28]([C:41]2[CH:50]=[CH:49][C:44]([C:45]([O:47][CH3:48])=[O:46])=[C:43]([F:51])[CH:42]=2)=[CH:27][CH2:26]3)[CH2:23][CH2:22]1. (2) Given the reactants CON(C)[C:4]([C:6]1[N:7]=[CH:8][N:9]([C:11]2[CH:12]=[C:13]([C:17]3[CH:22]=[CH:21][CH:20]=[CH:19][C:18]=3[C:23]#[N:24])[CH:14]=[CH:15][CH:16]=2)[CH:10]=1)=[O:5].Br[C:27]1[CH:32]=[CH:31][C:30]([O:33][CH3:34])=[CH:29][CH:28]=1, predict the reaction product. The product is: [CH3:34][O:33][C:30]1[CH:31]=[CH:32][C:27]([C:4]([C:6]2[N:7]=[CH:8][N:9]([C:11]3[CH:12]=[C:13]([C:17]4[C:18]([C:23]#[N:24])=[CH:19][CH:20]=[CH:21][CH:22]=4)[CH:14]=[CH:15][CH:16]=3)[CH:10]=2)=[O:5])=[CH:28][CH:29]=1.